This data is from Forward reaction prediction with 1.9M reactions from USPTO patents (1976-2016). The task is: Predict the product of the given reaction. (1) Given the reactants Br.[NH2:2][C:3]1[C:4]([OH:17])=[C:5]([C:9]2[O:13][C:12]([C:14]([OH:16])=[O:15])=[CH:11][CH:10]=2)[CH:6]=[CH:7][CH:8]=1.[N:18]([O-])=O.[Na+].[CH3:22][C:23]1([CH3:39])[C:31]2[C:26](=[CH:27][CH:28]=[C:29]([N:32]3[C:36](=[O:37])[CH2:35][C:34]([CH3:38])=[N:33]3)[CH:30]=2)[CH2:25][CH2:24]1.C(=O)(O)[O-].[Na+], predict the reaction product. The product is: [CH3:22][C:23]1([CH3:39])[C:31]2[C:26](=[CH:27][CH:28]=[C:29]([N:32]3[C:36](=[O:37])/[C:35](=[N:18]\[NH:2][C:3]4[C:4]([OH:17])=[C:5]([C:9]5[O:13][C:12]([C:14]([OH:16])=[O:15])=[CH:11][CH:10]=5)[CH:6]=[CH:7][CH:8]=4)/[C:34]([CH3:38])=[N:33]3)[CH:30]=2)[CH2:25][CH2:24]1. (2) The product is: [C:1]([O:5][C:6](=[O:30])[N:7]([C:9]1[CH:10]=[C:11]2[C:16](=[CH:17][C:18]=1[F:19])[C:15](=[O:20])[N:14]([C:21]1[CH:22]=[CH:23][C:24]([NH2:27])=[CH:25][CH:26]=1)[CH:13]=[CH:12]2)[CH3:8])([CH3:4])([CH3:2])[CH3:3]. Given the reactants [C:1]([O:5][C:6](=[O:30])[N:7]([C:9]1[CH:10]=[C:11]2[C:16](=[CH:17][C:18]=1[F:19])[C:15](=[O:20])[N:14]([C:21]1[CH:26]=[CH:25][C:24]([N+:27]([O-])=O)=[CH:23][CH:22]=1)[CH:13]=[CH:12]2)[CH3:8])([CH3:4])([CH3:3])[CH3:2], predict the reaction product. (3) Given the reactants [CH:1]([Si:4]([CH:13]([CH3:15])[CH3:14])([CH:10]([CH3:12])[CH3:11])[C:5]1[S:6][CH:7]=[CH:8][N:9]=1)([CH3:3])[CH3:2].C([Li])CCC.[I:21]CCI, predict the reaction product. The product is: [I:21][C:7]1[S:6][C:5]([Si:4]([CH:1]([CH3:3])[CH3:2])([CH:10]([CH3:12])[CH3:11])[CH:13]([CH3:15])[CH3:14])=[N:9][CH:8]=1. (4) Given the reactants [NH2:1][C@H:2]([C@@H:10]([OH:28])[CH2:11][C@@H:12]([NH:20][C:21]([O:23][C:24]([CH3:27])([CH3:26])[CH3:25])=[O:22])[CH2:13][C:14]1[CH:19]=[CH:18][CH:17]=[CH:16][CH:15]=1)[CH2:3][C:4]1[CH:9]=[CH:8][CH:7]=[CH:6][CH:5]=1.C([O-])(=O)CCC([O-])=O.C([O-])(O)=O.[Na+].[CH3:42][C:43]1[CH:53]=[CH:52][CH:51]=[C:50]([CH3:54])[C:44]=1[O:45][CH2:46][C:47](Cl)=[O:48], predict the reaction product. The product is: [CH3:42][C:43]1[CH:53]=[CH:52][CH:51]=[C:50]([CH3:54])[C:44]=1[O:45][CH2:46][C:47]([NH:1][C@H:2]([C@@H:10]([OH:28])[CH2:11][C@@H:12]([NH:20][C:21]([O:23][C:24]([CH3:25])([CH3:27])[CH3:26])=[O:22])[CH2:13][C:14]1[CH:15]=[CH:16][CH:17]=[CH:18][CH:19]=1)[CH2:3][C:4]1[CH:5]=[CH:6][CH:7]=[CH:8][CH:9]=1)=[O:48]. (5) Given the reactants [NH2:1][C:2]1[CH:3]=[CH:4][C:5]([N:14]2[CH2:19][CH2:18][CH:17]([N:20]3[CH2:25][CH2:24][N:23]([C:26]([OH:28])=[O:27])[CH2:22][CH2:21]3)[CH2:16][CH2:15]2)=[C:6]2[C:11]=1[C:10](=[O:12])[N:9]([CH3:13])[CH2:8][CH2:7]2.[Cl:29][C:30]1[N:35]=[C:34](Cl)[C:33]([Cl:37])=[CH:32][N:31]=1.C([O-])([O-])=O.[K+].[K+].O, predict the reaction product. The product is: [C:6]([O:27][C:26]([N:23]1[CH2:22][CH2:21][N:20]([CH:17]2[CH2:18][CH2:19][N:14]([C:5]3[CH:4]=[CH:3][C:2]([NH:1][C:32]4[C:33]([Cl:37])=[CH:34][N:35]=[C:30]([Cl:29])[N:31]=4)=[C:11]4[C:6]=3[CH2:7][CH2:8][N:9]([CH3:13])[C:10]4=[O:12])[CH2:15][CH2:16]2)[CH2:25][CH2:24]1)=[O:28])([CH3:11])([CH3:7])[CH3:5]. (6) Given the reactants [Cl:1][C:2]1[CH:25]=[C:24]([Cl:26])[CH:23]=[CH:22][C:3]=1[C:4]([NH:6][C:7]([CH3:21])([C:9]1([C:15]2[CH:20]=[CH:19][CH:18]=[CH:17][N:16]=2)[CH2:14][CH2:13][NH:12][CH2:11][CH2:10]1)[CH3:8])=[O:5].CC[N:29]([CH:33]([CH3:35])C)[CH:30](C)C.N1(N[S:41](Cl)(=[O:43])=[O:42])CCC1, predict the reaction product. The product is: [Cl:1][C:2]1[CH:25]=[C:24]([Cl:26])[CH:23]=[CH:22][C:3]=1[C:4]([NH:6][C:7]([CH3:21])([C:9]1([C:15]2[CH:20]=[CH:19][CH:18]=[CH:17][N:16]=2)[CH2:14][CH2:13][N:12]([S:41]([N:29]2[CH2:30][CH2:35][CH2:33]2)(=[O:43])=[O:42])[CH2:11][CH2:10]1)[CH3:8])=[O:5]. (7) Given the reactants [Br:1][C:2]1[CH:7]=[CH:6][C:5]([CH2:8]O)=[CH:4][C:3]=1[F:10].[CH2:11]([N:13](CC)CC)C.CS(Cl)(=O)=O.[Cl-].[NH4+], predict the reaction product. The product is: [Br:1][C:2]1[CH:7]=[CH:6][C:5]([CH2:8][C:11]#[N:13])=[CH:4][C:3]=1[F:10]. (8) Given the reactants I[C:2]1[C:10]2[C:5](=[N:6][CH:7]=[C:8]([C:11]3[N:12]=[CH:13][C:14]([N:17]4[CH2:22][CH2:21][N:20]([C:23]([O:25][C:26]([CH3:29])([CH3:28])[CH3:27])=[O:24])[CH2:19][CH2:18]4)=[N:15][CH:16]=3)[CH:9]=2)[N:4]([S:30]([C:33]2[CH:39]=[CH:38][C:36]([CH3:37])=[CH:35][CH:34]=2)(=[O:32])=[O:31])[CH:3]=1.[F:40][C:41]1[CH:42]=[C:43]([CH:59]=[CH:60][CH:61]=1)[CH2:44][N:45]1[CH:49]=[C:48](B2OC(C)(C)C(C)(C)O2)[CH:47]=[N:46]1.C(=O)([O-])[O-].[Na+].[Na+], predict the reaction product. The product is: [F:40][C:41]1[CH:42]=[C:43]([CH:59]=[CH:60][CH:61]=1)[CH2:44][N:45]1[CH:49]=[C:48]([C:2]2[C:10]3[C:5](=[N:6][CH:7]=[C:8]([C:11]4[N:12]=[CH:13][C:14]([N:17]5[CH2:22][CH2:21][N:20]([C:23]([O:25][C:26]([CH3:29])([CH3:28])[CH3:27])=[O:24])[CH2:19][CH2:18]5)=[N:15][CH:16]=4)[CH:9]=3)[N:4]([S:30]([C:33]3[CH:39]=[CH:38][C:36]([CH3:37])=[CH:35][CH:34]=3)(=[O:32])=[O:31])[CH:3]=2)[CH:47]=[N:46]1. (9) Given the reactants [F:1][C:2]1[C:3](=[O:8])[O:4][CH2:5][C:6]=1[OH:7].N1C(C)=CC=C[C:10]=1C.[S:17](O[S:17]([C:20]([F:23])([F:22])[F:21])(=[O:19])=[O:18])([C:20]([F:23])([F:22])[F:21])(=[O:19])=[O:18], predict the reaction product. The product is: [F:21][C:20]([F:23])([F:22])[S:17]([O:7][C:6]1[CH:5]([CH3:10])[O:4][C:3](=[O:8])[C:2]=1[F:1])(=[O:19])=[O:18].